This data is from Reaction yield outcomes from USPTO patents with 853,638 reactions. The task is: Predict the reaction yield, written as a fraction of the theoretical maximum amount of product (1.0 means a 100% yield; for example, 0.34 means a 34% yield). (1) The reactants are [CH3:1][C:2]1([CH3:31])[N:6]([C:7]([O:9][C:10]([CH3:13])([CH3:12])[CH3:11])=[O:8])[C@@H:5]([CH2:14][CH2:15][C:16]2[CH:21]=[CH:20][C:19]([NH:22][C:23]3[N:28]=[CH:27][C:26]([S:29][CH3:30])=[CH:25][N:24]=3)=[CH:18][CH:17]=2)[CH2:4][O:3]1.[O-:32]S([O-])=O.[Na+].[Na+]. The catalyst is ClCCl. The product is [CH3:1][C:2]1([CH3:31])[N:6]([C:7]([O:9][C:10]([CH3:11])([CH3:12])[CH3:13])=[O:8])[C@@H:5]([CH2:14][CH2:15][C:16]2[CH:21]=[CH:20][C:19]([NH:22][C:23]3[N:24]=[CH:25][C:26]([S:29]([CH3:30])=[O:32])=[CH:27][N:28]=3)=[CH:18][CH:17]=2)[CH2:4][O:3]1. The yield is 0.950. (2) The reactants are C(OC([N:8]1[CH2:12][CH2:11][CH2:10][CH:9]1[CH2:13][O:14][C:15]1[CH:20]=[CH:19][C:18]([C:21]([O:23][CH3:24])=[O:22])=[CH:17][N:16]=1)=O)(C)(C)C.C(O)(C(F)(F)F)=O. The catalyst is C(Cl)Cl. The product is [NH:8]1[CH2:12][CH2:11][CH2:10][CH:9]1[CH2:13][O:14][C:15]1[CH:20]=[CH:19][C:18]([C:21]([O:23][CH3:24])=[O:22])=[CH:17][N:16]=1. The yield is 0.900. (3) The reactants are [C:1]([O:11][CH:12]([CH3:14])[CH3:13])(=[O:10])/[CH:2]=[CH:3]/[C:4]([O:6][CH:7]([CH3:9])[CH3:8])=[O:5].[C:15]([O:25][CH2:26][CH3:27])(=[O:24])[CH:16]=[CH:17][C:18]1[CH:23]=[CH:22][CH:21]=[CH:20][CH:19]=1.C1C(CC2C=CC(N3C(=O)C=CC3=O)=CC=2)=CC=C(N2C(=O)C=CC2=O)C=1.C(OOOC(C)(C)C)(=O)C(C)(C)C. The catalyst is O1CCCC1.CO. The product is [C:4]([O:6][CH:7]([CH3:9])[CH3:8])(=[O:5])/[CH:3]=[CH:2]/[C:1]([O:11][CH:12]([CH3:14])[CH3:13])=[O:10].[C:15]([O:25][CH2:26][CH3:27])(=[O:24])[CH:16]=[CH:17][C:18]1[CH:19]=[CH:20][CH:21]=[CH:22][CH:23]=1. The yield is 0.510. (4) The reactants are [Li]C(CC)C.Br[C:7]1[CH:12]=[CH:11][C:10]([F:13])=[CH:9][N:8]=1.CN(C)[C:16](=[O:18])[CH3:17]. The catalyst is CCOCC. The product is [F:13][C:10]1[CH:11]=[CH:12][C:7]([C:16](=[O:18])[CH3:17])=[N:8][CH:9]=1. The yield is 0.520. (5) The reactants are [CH3:1][C:2]1[CH:3]=[CH:4][C:5]([N+:11]([O-:13])=[O:12])=[C:6]([CH:10]=1)[C:7]([OH:9])=O.C(Cl)(=O)C(Cl)=O.[NH2:20][C:21]1[CH:26]=[CH:25][C:24]([Cl:27])=[CH:23][N:22]=1.N1C=CC=CC=1. The catalyst is ClCCl.CN(C)C=O. The product is [Cl:27][C:24]1[CH:25]=[CH:26][C:21]([NH:20][C:7]([C:6]2[CH:10]=[C:2]([CH3:1])[CH:3]=[CH:4][C:5]=2[N+:11]([O-:13])=[O:12])=[O:9])=[N:22][CH:23]=1. The yield is 0.920. (6) The reactants are Cl[S:2]([CH2:5][CH2:6][CH2:7][NH:8][C:9](=[O:11])[CH3:10])(=[O:4])=[O:3].C(N(CC)CC)C.[CH3:19][C:20]([CH3:34])([CH:23]([O:26][CH2:27][C:28]1[CH:33]=[CH:32][CH:31]=[CH:30][CH:29]=1)[CH:24]=[CH2:25])[CH2:21][OH:22]. The catalyst is ClCCl.CN(C1C=CN=CC=1)C. The product is [C:9]([NH:8][CH2:7][CH2:6][CH2:5][S:2]([O:22][CH2:21][C:20]([CH3:34])([CH3:19])[CH:23]([O:26][CH2:27][C:28]1[CH:33]=[CH:32][CH:31]=[CH:30][CH:29]=1)[CH:24]=[CH2:25])(=[O:4])=[O:3])(=[O:11])[CH3:10]. The yield is 0.480. (7) The reactants are [C:1]([O:5][C:6]([NH:8][C@@H:9]([CH2:13][C:14]1[CH:19]=[CH:18][C:17](B2OC(C)(C)C(C)(C)O2)=[CH:16][CH:15]=1)[C:10]([OH:12])=[O:11])=[O:7])([CH3:4])([CH3:3])[CH3:2].[NH2:29][C:30]1[N:35]=[C:34](Cl)[CH:33]=[C:32]([Cl:37])[N:31]=1.C(=O)(O)[O-].[K+].O. The catalyst is C(O)C.C1COCC1.Cl[Pd](Cl)([P](C1C=CC=CC=1)(C1C=CC=CC=1)C1C=CC=CC=1)[P](C1C=CC=CC=1)(C1C=CC=CC=1)C1C=CC=CC=1. The product is [NH2:29][C:30]1[N:35]=[C:34]([C:17]2[CH:16]=[CH:15][C:14]([CH2:13][C@H:9]([NH:8][C:6]([O:5][C:1]([CH3:2])([CH3:3])[CH3:4])=[O:7])[C:10]([OH:12])=[O:11])=[CH:19][CH:18]=2)[CH:33]=[C:32]([Cl:37])[N:31]=1. The yield is 0.370. (8) The reactants are Cl[C:2]1[C:3]2[N:15]=[C:14]([Cl:16])[CH:13]=[CH:12][C:4]=2[N:5]=[C:6]([NH:8]C(=O)C)[N:7]=1.[CH2:17]([OH:19])[CH3:18]. The yield is 0.700. The catalyst is C(OCC)(=O)C. The product is [Cl:16][C:14]1[CH:13]=[CH:12][C:4]2[N:5]=[C:6]([NH2:8])[N:7]=[C:2]([O:19][CH2:17][CH3:18])[C:3]=2[N:15]=1. (9) The reactants are [Cl:1][C:2]1[CH:3]=[C:4]([C:8]2[C:17]3[C:12](=[CH:13][CH:14]=[C:15]([C:18](C4C=NC(Cl)=CC=4)([C:20]4[N:21]([CH3:25])[CH:22]=[N:23][CH:24]=4)[OH:19])[CH:16]=3)[N:11]=[C:10]([O:33]C)[CH:9]=2)[CH:5]=[CH:6][CH:7]=1.[ClH:35]. The catalyst is C1COCC1. The product is [Cl:1][C:2]1[CH:3]=[C:4]([C:8]2[C:17]3[C:12](=[CH:13][CH:14]=[C:15]([C:18]([C:10]4[CH:9]=[CH:8][C:17]([Cl:35])=[CH:12][N:11]=4)([OH:19])[C:20]4[N:21]([CH3:25])[CH:22]=[N:23][CH:24]=4)[CH:16]=3)[NH:11][C:10](=[O:33])[CH:9]=2)[CH:5]=[CH:6][CH:7]=1. The yield is 0.260. (10) The reactants are [Br:1][C:2]1[C:10]2[O:11][CH2:12][CH2:13][C:9]=2[C:8]2[C:7](=O)[CH2:6][CH2:5][C:4]=2[C:3]=1[Br:15].CCOP(OCC)([CH2:21][C:22]#[N:23])=O.C[O-].[Na+].O. The catalyst is C1(C)C=CC=CC=1. The product is [Br:1][C:2]1[C:10]2[O:11][CH2:12][CH2:13][C:9]=2[C:8]2/[C:7](=[CH:21]/[C:22]#[N:23])/[CH2:6][CH2:5][C:4]=2[C:3]=1[Br:15]. The yield is 0.850.